This data is from Catalyst prediction with 721,799 reactions and 888 catalyst types from USPTO. The task is: Predict which catalyst facilitates the given reaction. (1) Reactant: C([O:8][CH2:9][C@@H:10]([C:13]1[CH:18]=[CH:17][C:16]([B:19]([OH:21])[OH:20])=[CH:15][C:14]=1[CH3:22])[CH2:11][F:12])C1C=CC=CC=1. Product: [F:12][CH2:11][C@H:10]([C:13]1[CH:18]=[CH:17][C:16]([B:19]([OH:21])[OH:20])=[CH:15][C:14]=1[CH3:22])[CH2:9][OH:8]. The catalyst class is: 43. (2) Reactant: [NH2:1][C:2]1[CH:3]=[C:4]([NH:9][C:10](=[O:16])[O:11][C:12]([CH3:15])([CH3:14])[CH3:13])[CH:5]=[C:6]([CH3:8])[CH:7]=1.[CH2:17]([N:24]([CH2:35][C:36]1[CH:41]=[CH:40][CH:39]=[CH:38][CH:37]=1)[C:25]1[C:30]([N+:31]([O-:33])=[O:32])=[C:29](Cl)[N:28]=[CH:27][N:26]=1)[C:18]1[CH:23]=[CH:22][CH:21]=[CH:20][CH:19]=1. Product: [CH2:35]([N:24]([CH2:17][C:18]1[CH:23]=[CH:22][CH:21]=[CH:20][CH:19]=1)[C:25]1[N:26]=[CH:27][N:28]=[C:29]([NH:1][C:2]2[CH:3]=[C:4]([NH:9][C:10](=[O:16])[O:11][C:12]([CH3:13])([CH3:15])[CH3:14])[CH:5]=[C:6]([CH3:8])[CH:7]=2)[C:30]=1[N+:31]([O-:33])=[O:32])[C:36]1[CH:37]=[CH:38][CH:39]=[CH:40][CH:41]=1. The catalyst class is: 12. (3) Product: [C:25]([C:22]1[CH:21]=[CH:20][C:19]([C:17]2[N:18]=[C:14]([C@@H:4]3[CH2:3][C@H:2]([CH3:1])[CH2:6][N:5]3[C:7]([O:9][C:10]([CH3:11])([CH3:13])[CH3:12])=[O:8])[NH:15][CH:16]=2)=[CH:24][CH:23]=1)#[CH:26]. The catalyst class is: 5. Reactant: [CH3:1][C@@H:2]1[CH2:6][N:5]([C:7]([O:9][C:10]([CH3:13])([CH3:12])[CH3:11])=[O:8])[C@H:4]([C:14]2[NH:15][CH:16]=[C:17]([C:19]3[CH:24]=[CH:23][C:22]([C:25]#[C:26][Si](C)(C)C)=[CH:21][CH:20]=3)[N:18]=2)[CH2:3]1.C([O-])([O-])=O.[K+].[K+]. (4) Reactant: [CH:1]1([N:6]2[C:10]([NH2:11])=[CH:9][C:8]([CH3:12])=[N:7]2)[CH2:5][CH2:4][CH2:3][CH2:2]1.[CH:13]1([C:16](=O)[CH2:17][C:18](=O)[C:19]([O:21][CH2:22][CH3:23])=[O:20])[CH2:15][CH2:14]1. Product: [CH:1]1([N:6]2[C:10]3[N:11]=[C:16]([CH:13]4[CH2:14][CH2:15]4)[CH:17]=[C:18]([C:19]([O:21][CH2:22][CH3:23])=[O:20])[C:9]=3[C:8]([CH3:12])=[N:7]2)[CH2:2][CH2:3][CH2:4][CH2:5]1. The catalyst class is: 48. (5) Reactant: [C:1]([NH:24][C:25]1[S:26][C:27]2[CH2:33][C@H:32]([N:34]([CH2:42][CH2:43][CH3:44])C(=O)OC(C)(C)C)[CH2:31][CH2:30][C:28]=2[N:29]=1)(=[O:23])[CH2:2][CH2:3]/[CH:4]=[CH:5]\[CH2:6]/[CH:7]=[CH:8]\[CH2:9]/[CH:10]=[CH:11]\[CH2:12]/[CH:13]=[CH:14]\[CH2:15]/[CH:16]=[CH:17]\[CH2:18]/[CH:19]=[CH:20]\[CH2:21][CH3:22]. Product: [CH2:42]([NH:34][C@@H:32]1[CH2:31][CH2:30][C:28]2[N:29]=[C:25]([NH:24][C:1](=[O:23])[CH2:2][CH2:3]/[CH:4]=[CH:5]\[CH2:6]/[CH:7]=[CH:8]\[CH2:9]/[CH:10]=[CH:11]\[CH2:12]/[CH:13]=[CH:14]\[CH2:15]/[CH:16]=[CH:17]\[CH2:18]/[CH:19]=[CH:20]\[CH2:21][CH3:22])[S:26][C:27]=2[CH2:33]1)[CH2:43][CH3:44]. The catalyst class is: 601. (6) Reactant: O[C:2]1[C:10]2[C:5](=[CH:6][CH:7]=[CH:8][CH:9]=2)[C:4](=[O:11])[N:3]=1.[C:12]([CH:17]=P(C1C=CC=CC=1)(C1C=CC=CC=1)C1C=CC=CC=1)([O:14]CC)=[O:13].[C:37](=O)([O-])[O-:38].[K+].[K+].[C:43]1([CH3:49])[CH:48]=[CH:47][CH:46]=[CH:45][CH:44]=1. Product: [CH3:37][O:38][C:46]1[CH:47]=[CH:48][C:43]([CH2:49][N:3]2[C:4](=[O:11])[C:5]3[C:10](=[CH:9][CH:8]=[CH:7][CH:6]=3)[CH:2]2[CH2:17][C:12]([OH:14])=[O:13])=[CH:44][CH:45]=1. The catalyst class is: 88. (7) Reactant: [C:9](O[C:9]([O:11][C:12]([CH3:15])([CH3:14])[CH3:13])=[O:10])([O:11][C:12]([CH3:15])([CH3:14])[CH3:13])=[O:10].[NH2:16][CH2:17][CH2:18][OH:19]. Product: [OH:19][CH2:18][CH2:17][NH:16][C:9](=[O:10])[O:11][C:12]([CH3:13])([CH3:14])[CH3:15]. The catalyst class is: 4. (8) Reactant: [C:1]([C:3]([C:6]1[CH:7]=[C:8]([CH:39]=[CH:40][CH:41]=1)[C:9]([NH:11][C:12]1[CH:17]=[CH:16][C:15]([CH3:18])=[C:14]([NH:19][C:20]2[CH:21]=[C:22]3[C:27](=[CH:28][CH:29]=2)[N:26]=[CH:25][N:24]([CH2:30][CH:31]2[CH2:35][O:34]C(C)(C)[O:32]2)[C:23]3=[O:38])[CH:13]=1)=[O:10])([CH3:5])[CH3:4])#[N:2].Cl. Product: [C:1]([C:3]([C:6]1[CH:7]=[C:8]([CH:39]=[CH:40][CH:41]=1)[C:9]([NH:11][C:12]1[CH:17]=[CH:16][C:15]([CH3:18])=[C:14]([NH:19][C:20]2[CH:21]=[C:22]3[C:27](=[CH:28][CH:29]=2)[N:26]=[CH:25][N:24]([CH2:30][CH:31]([OH:32])[CH2:35][OH:34])[C:23]3=[O:38])[CH:13]=1)=[O:10])([CH3:4])[CH3:5])#[N:2]. The catalyst class is: 1.